From a dataset of Reaction yield outcomes from USPTO patents with 853,638 reactions. Predict the reaction yield, written as a fraction of the theoretical maximum amount of product (1.0 means a 100% yield; for example, 0.34 means a 34% yield). (1) The reactants are [Cl:1][C:2]1[C:3]([C:24]([F:27])([F:26])[F:25])=[CH:4][C:5]([O:22][CH3:23])=[C:6]([C:8]2[C:17]3[C:12](=[CH:13][C:14]([S:18](F)(=[O:20])=[O:19])=[CH:15][CH:16]=3)[N:11]=[CH:10][N:9]=2)[CH:7]=1.[NH2:28][C:29]1[CH:33]=[CH:32][O:31][N:30]=1.[Li+].C[Si]([N-][Si](C)(C)C)(C)C.O1CCOCC1. The catalyst is C1COCC1. The product is [Cl:1][C:2]1[C:3]([C:24]([F:27])([F:26])[F:25])=[CH:4][C:5]([O:22][CH3:23])=[C:6]([C:8]2[C:17]3[C:12](=[CH:13][C:14]([S:18]([NH:28][C:29]4[CH:33]=[CH:32][O:31][N:30]=4)(=[O:20])=[O:19])=[CH:15][CH:16]=3)[N:11]=[CH:10][N:9]=2)[CH:7]=1. The yield is 0.696. (2) The reactants are FC(F)(F)C(OC(=O)C(F)(F)F)=[O:4].[Br:14][C:15]1[C:16]([O:23][CH2:24][CH:25]2[CH2:27][CH2:26]2)=[CH:17][C:18]([CH3:22])=[N+:19]([O-])[CH:20]=1. The catalyst is ClCCl. The product is [Br:14][C:15]1[C:16]([O:23][CH2:24][CH:25]2[CH2:27][CH2:26]2)=[CH:17][C:18]([CH2:22][OH:4])=[N:19][CH:20]=1. The yield is 0.900. (3) The reactants are [CH:1]([O:4][C:5]1[N:10]=[C:9]([C:11]2[C:19]3[C:14](=[CH:15][CH:16]=[C:17]([C:20]4[S:24][N:23]=[C:22]([NH:25]CC5C=CC(OC)=CC=5)[N:21]=4)[CH:18]=3)[N:13](S(C3C=CC(C)=CC=3)(=O)=O)[CH:12]=2)[CH:8]=[CH:7][CH:6]=1)([CH3:3])[CH3:2].C(OC1N=C(C2C3C(=CC=C(C4SN=C(N)N=4)C=3)N(S(C3C=CC(C)=CC=3)(=O)=O)C=2)C=CC=1)(C)C.[OH-].[Na+]. The catalyst is C(O)(C(F)(F)F)=O.O1CCOCC1. The product is [CH:1]([O:4][C:5]1[N:10]=[C:9]([C:11]2[C:19]3[C:14](=[CH:15][CH:16]=[C:17]([C:20]4[S:24][N:23]=[C:22]([NH2:25])[N:21]=4)[CH:18]=3)[NH:13][CH:12]=2)[CH:8]=[CH:7][CH:6]=1)([CH3:3])[CH3:2]. The yield is 0.175. (4) The reactants are [Cl:1][C:2]1[S:6][C:5]([S:7]([NH:10][CH:11]([C:17]2[N:21]([C:22]3[CH:27]=[CH:26][C:25]([O:28]C)=[CH:24][CH:23]=3)[N:20]=[CH:19][CH:18]=2)[CH:12]([CH2:15][CH3:16])[CH2:13][CH3:14])(=[O:9])=[O:8])=[CH:4][CH:3]=1.B(Br)(Br)Br.O. The catalyst is C(Cl)Cl. The product is [Cl:1][C:2]1[S:6][C:5]([S:7]([NH:10][CH:11]([C:17]2[N:21]([C:22]3[CH:23]=[CH:24][C:25]([OH:28])=[CH:26][CH:27]=3)[N:20]=[CH:19][CH:18]=2)[CH:12]([CH2:15][CH3:16])[CH2:13][CH3:14])(=[O:8])=[O:9])=[CH:4][CH:3]=1. The yield is 0.340.